Predict the reactants needed to synthesize the given product. From a dataset of Full USPTO retrosynthesis dataset with 1.9M reactions from patents (1976-2016). (1) Given the product [Cl:20][C:21]1[CH:22]=[C:23]([C:27]2[N:35]3[C:30]([CH:31]=[N:32][C:33]([O:36][CH2:37][CH2:38][O:39][CH3:40])=[N:34]3)=[CH:29][CH:28]=2)[CH:24]=[CH:25][CH:26]=1, predict the reactants needed to synthesize it. The reactants are: ClC1C=C(C2N3C(C=NC(S(C)=O)=N3)=CC=2)C=CC=1.[Cl:20][C:21]1[CH:22]=[C:23]([C:27]2[N:35]3[C:30]([CH:31]=[N:32][C:33]([O:36][CH2:37][CH2:38][O:39][CH3:40])=[N:34]3)=[CH:29][CH:28]=2)[CH:24]=[CH:25][CH:26]=1.C(N(CC)C(C)C)(C)C.CS(C1C=CC(N)=CC=1N1CCOCC1)(=O)=O. (2) Given the product [C:36]([O:35][C:34]([N:33]([C:29]1[CH:28]=[C:27]([CH3:48])[C:26]([CH2:25][NH:24][C:18]2[C:19]3[C:14]([CH:15]=[CH:16][CH:17]=2)=[N:13][N:12]([CH2:11][C:10]2[CH:22]=[CH:23][C:7]([CH2:6][N:1]4[CH:5]=[CH:4][CH:3]=[N:2]4)=[CH:8][CH:9]=2)[CH:20]=3)=[C:31]([CH3:32])[N:30]=1)[C:41](=[O:42])[O:43][C:44]([CH3:47])([CH3:46])[CH3:45])=[O:40])([CH3:37])([CH3:38])[CH3:39], predict the reactants needed to synthesize it. The reactants are: [N:1]1([CH2:6][C:7]2[CH:23]=[CH:22][C:10]([CH2:11][N:12]3[CH:20]=[C:19]4[C:14]([CH:15]=[CH:16][CH:17]=[C:18]4Br)=[N:13]3)=[CH:9][CH:8]=2)[CH:5]=[CH:4][CH:3]=[N:2]1.[NH2:24][CH2:25][C:26]1[C:27]([CH3:48])=[CH:28][C:29]([N:33]([C:41]([O:43][C:44]([CH3:47])([CH3:46])[CH3:45])=[O:42])[C:34](=[O:40])[O:35][C:36]([CH3:39])([CH3:38])[CH3:37])=[N:30][C:31]=1[CH3:32].C([O-])([O-])=O.[Cs+].[Cs+].C(Cl)(Cl)Cl.CC1(C)C2C(=C(P(C3C=CC=CC=3)C3C=CC=CC=3)C=CC=2)OC2C(P(C3C=CC=CC=3)C3C=CC=CC=3)=CC=CC1=2. (3) Given the product [C:1]([O:5][C:6]([N:8]1[CH2:9][CH:10]([C:12](=[O:17])[CH3:18])[CH2:11]1)=[O:7])([CH3:2])([CH3:3])[CH3:4], predict the reactants needed to synthesize it. The reactants are: [C:1]([O:5][C:6]([N:8]1[CH2:11][CH:10]([C:12](=[O:17])N(OC)C)[CH2:9]1)=[O:7])([CH3:4])([CH3:3])[CH3:2].[CH3:18][Mg]Br. (4) Given the product [C:1]([C:5]1[CH:10]=[CH:9][C:8]([S:11]([N:14]([C:15]2[CH:20]=[CH:19][C:18]([CH3:21])=[CH:17][CH:16]=2)[CH2:22][C:23]([N:28]([CH2:26][CH3:27])[CH2:29][C:30]2[C:38]3[C:33](=[CH:34][CH:35]=[CH:36][CH:37]=3)[NH:32][CH:31]=2)=[O:25])(=[O:13])=[O:12])=[CH:7][CH:6]=1)([CH3:3])([CH3:2])[CH3:4], predict the reactants needed to synthesize it. The reactants are: [C:1]([C:5]1[CH:10]=[CH:9][C:8]([S:11]([N:14]([CH2:22][C:23]([OH:25])=O)[C:15]2[CH:20]=[CH:19][C:18]([CH3:21])=[CH:17][CH:16]=2)(=[O:13])=[O:12])=[CH:7][CH:6]=1)([CH3:4])([CH3:3])[CH3:2].[CH2:26]([NH:28][CH2:29][C:30]1[C:38]2[C:33](=[CH:34][CH:35]=[CH:36][CH:37]=2)[NH:32][CH:31]=1)[CH3:27]. (5) Given the product [CH3:26][O:19][C:18]([C:5]1[CH:6]=[C:7]([C:8]2[CH:9]=[CH:10][C:11]([C:14]([F:15])([F:16])[F:17])=[CH:12][CH:13]=2)[C:2]([O:1][CH2:24][CH2:23][CH2:22][Br:21])=[CH:3][CH:4]=1)=[O:20], predict the reactants needed to synthesize it. The reactants are: [OH:1][C:2]1[C:7]([C:8]2[CH:13]=[CH:12][C:11]([C:14]([F:17])([F:16])[F:15])=[CH:10][CH:9]=2)=[CH:6][C:5]([C:18]([OH:20])=[O:19])=[CH:4][CH:3]=1.[Br:21][CH2:22][CH2:23][CH2:24]Br.[C:26](=O)([O-])[O-].[K+].[K+].